From a dataset of Full USPTO retrosynthesis dataset with 1.9M reactions from patents (1976-2016). Predict the reactants needed to synthesize the given product. (1) Given the product [N:13]([C:16]1[CH:24]=[CH:23][CH:22]=[CH:21][C:17]=1[C:18]([NH:10][C:8]1[S:9][C:5]2[CH:4]=[C:3]([O:2][CH3:1])[CH:12]=[CH:11][C:6]=2[N:7]=1)=[O:19])=[N+:14]=[N-:15], predict the reactants needed to synthesize it. The reactants are: [CH3:1][O:2][C:3]1[CH:12]=[CH:11][C:6]2[N:7]=[C:8]([NH2:10])[S:9][C:5]=2[CH:4]=1.[N:13]([C:16]1[CH:24]=[CH:23][CH:22]=[CH:21][C:17]=1[C:18](O)=[O:19])=[N+:14]=[N-:15].C(P1(=O)OP(CCC)(=O)OP(CCC)(=O)O1)CC.C(N(CC)CC)C. (2) Given the product [Cl:9][C:10]1[C:18]2[O:17][N:16]=[C:15]([CH3:19])[C:14]=2[CH:13]=[C:12]([CH2:20][OH:21])[C:11]=1[N:23]1[CH2:24][C@H:25]([CH3:30])[O:26][C@H:27]([CH3:29])[CH2:28]1, predict the reactants needed to synthesize it. The reactants are: [BH4-].[Na+].B(F)(F)F.B#B.[Cl:9][C:10]1[C:18]2[O:17][N:16]=[C:15]([CH3:19])[C:14]=2[CH:13]=[C:12]([C:20](O)=[O:21])[C:11]=1[N:23]1[CH2:28][C@H:27]([CH3:29])[O:26][C@H:25]([CH3:30])[CH2:24]1. (3) Given the product [CH3:10][C:9]1[N:11]=[C:12]([C:14]2[CH:19]=[CH:18][C:17]([N:20]3[CH2:25][CH2:24][N:23]([C:26]4[CH:31]=[CH:30][CH:29]=[C:28]([C:32]([F:35])([F:34])[F:33])[CH:27]=4)[CH2:22][CH2:21]3)=[N:16][CH:15]=2)[S:13][N:8]=1, predict the reactants needed to synthesize it. The reactants are: NOS(O)(=O)=O.C[N:8](C)[C:9](=[N:11][C:12]([C:14]1[CH:15]=[N:16][C:17]([N:20]2[CH2:25][CH2:24][N:23]([C:26]3[CH:31]=[CH:30][CH:29]=[C:28]([C:32]([F:35])([F:34])[F:33])[CH:27]=3)[CH2:22][CH2:21]2)=[CH:18][CH:19]=1)=[S:13])[CH3:10].N1C=CC=CC=1. (4) Given the product [Cl:1][C:2]1[CH:7]=[CH:6][CH:5]=[C:4]([F:8])[C:3]=1[C:9]1[NH:13][C:12](=[O:14])[N:11]([C:15]2[CH:23]=[CH:22][C:18]([C:19]([NH:66][CH2:65][C:60]3[CH:61]=[CH:62][CH:63]=[CH:64][C:59]=3[C:58]([F:57])([F:67])[F:68])=[O:20])=[C:17]([O:24][CH3:25])[CH:16]=2)[N:10]=1, predict the reactants needed to synthesize it. The reactants are: [Cl:1][C:2]1[CH:7]=[CH:6][CH:5]=[C:4]([F:8])[C:3]=1[C:9]1[NH:13][C:12](=[O:14])[N:11]([C:15]2[CH:23]=[CH:22][C:18]([C:19](O)=[O:20])=[C:17]([O:24][CH3:25])[CH:16]=2)[N:10]=1.C(N(C(C)C)CC)(C)C.CN(C(ON1N=NC2C=CC=CC1=2)=[N+](C)C)C.[B-](F)(F)(F)F.[F:57][C:58]([F:68])([F:67])[C:59]1[CH:64]=[CH:63][CH:62]=[CH:61][C:60]=1[CH2:65][NH2:66]. (5) Given the product [CH2:3]([O:10][NH:11][C@H:12]1[CH2:17][NH:16][C@H:15]([C:18]([O:20][CH3:21])=[O:19])[CH2:14][CH2:13]1)[C:4]1[CH:5]=[CH:6][CH:7]=[CH:8][CH:9]=1, predict the reactants needed to synthesize it. The reactants are: Cl.Cl.[CH2:3]([O:10][NH:11][C@H:12]1[CH2:17][NH:16][C@H:15]([C:18]([O:20][CH3:21])=[O:19])[CH2:14][CH2:13]1)[C:4]1[CH:9]=[CH:8][CH:7]=[CH:6][CH:5]=1.C(=O)([O-])[O-].[K+].[K+]. (6) Given the product [C:23]([O:27][C:28]([N:30]1[CH2:35][CH2:34][N:33]([C:36]2[CH:41]=[CH:40][CH:39]=[C:38]([NH:42][C:2]3[N:22]=[C:5]4[C:6]([C:10]5[CH:15]=[C:14]([C:16]([F:19])([F:18])[F:17])[CH:13]=[CH:12][C:11]=5[O:20][CH3:21])=[CH:7][CH:8]=[CH:9][N:4]4[N:3]=3)[CH:37]=2)[CH2:32][CH2:31]1)=[O:29])([CH3:26])([CH3:24])[CH3:25], predict the reactants needed to synthesize it. The reactants are: Cl[C:2]1[N:22]=[C:5]2[C:6]([C:10]3[CH:15]=[C:14]([C:16]([F:19])([F:18])[F:17])[CH:13]=[CH:12][C:11]=3[O:20][CH3:21])=[CH:7][CH:8]=[CH:9][N:4]2[N:3]=1.[C:23]([O:27][C:28]([N:30]1[CH2:35][CH2:34][N:33]([C:36]2[CH:41]=[CH:40][CH:39]=[C:38]([NH2:42])[CH:37]=2)[CH2:32][CH2:31]1)=[O:29])([CH3:26])([CH3:25])[CH3:24].